Predict the product of the given reaction. From a dataset of Forward reaction prediction with 1.9M reactions from USPTO patents (1976-2016). (1) Given the reactants [C:1]([C:3]1[CH:4]=[C:5]([S:9]([NH:12]C2C(NC3C=C(OC)C=C(OC)C=3)=NC3C(=CC=CC=3)N=2)(=[O:11])=[O:10])[CH:6]=[CH:7][CH:8]=1)#[N:2].[N-:34]=[N+:35]=[N-:36].[Na+].[Cl-].[NH4+].Cl, predict the reaction product. The product is: [N:34]1[NH:35][N:36]=[N:2][C:1]=1[C:3]1[CH:4]=[C:5]([S:9]([NH2:12])(=[O:11])=[O:10])[CH:6]=[CH:7][CH:8]=1. (2) Given the reactants [CH2:1]1[C:3]2([CH2:7][CH2:6][N:5]([C:8]3[C:9]([Cl:27])=[CH:10][C:11]4[N:15]=[C:14]([NH:16][C:17]5[CH:18]=[C:19]([CH:22]=[CH:23][C:24]=5[Cl:25])[CH2:20][NH2:21])[NH:13][C:12]=4[CH:26]=3)[CH2:4]2)[CH2:2]1.[C:28](Cl)(=[O:33])[C:29]([CH3:32])([CH3:31])[CH3:30], predict the reaction product. The product is: [CH2:2]1[C:3]2([CH2:7][CH2:6][N:5]([C:8]3[C:9]([Cl:27])=[CH:10][C:11]4[N:15]=[C:14]([NH:16][C:17]5[CH:18]=[C:19]([CH:22]=[CH:23][C:24]=5[Cl:25])[CH2:20][NH:21][C:28](=[O:33])[C:29]([CH3:32])([CH3:31])[CH3:30])[NH:13][C:12]=4[CH:26]=3)[CH2:4]2)[CH2:1]1. (3) Given the reactants [C:1]([C:5]1[CH:6]=[C:7]([C:15]2[N:19]([S:20]([N:23]3[CH2:28][CH2:27][CH2:26][CH2:25][CH2:24]3)(=[O:22])=[O:21])[C:18]([CH3:29])=[C:17]([C:30]([O:32]CC)=[O:31])[CH:16]=2)[CH:8]=[C:9]([C:11]([CH3:14])([CH3:13])[CH3:12])[CH:10]=1)([CH3:4])([CH3:3])[CH3:2].O[Li].O.[OH-].[Na+].Cl, predict the reaction product. The product is: [C:11]([C:9]1[CH:8]=[C:7]([C:15]2[N:19]([S:20]([N:23]3[CH2:24][CH2:25][CH2:26][CH2:27][CH2:28]3)(=[O:22])=[O:21])[C:18]([CH3:29])=[C:17]([C:30]([OH:32])=[O:31])[CH:16]=2)[CH:6]=[C:5]([C:1]([CH3:4])([CH3:3])[CH3:2])[CH:10]=1)([CH3:12])([CH3:13])[CH3:14]. (4) Given the reactants [C:1]1([CH:7]([NH:19][C:20]2[CH:25]=[CH:24][CH:23]=[CH:22][CH:21]=2)[C:8]([O:10][C@@H:11]2[CH:16]3[CH2:17][CH2:18][N:13]([CH2:14][CH2:15]3)[CH2:12]2)=[O:9])[CH:6]=[CH:5][CH:4]=[CH:3][CH:2]=1.[Br:26][CH2:27][C:28]([C:30]1[CH:35]=[CH:34][CH:33]=[CH:32][CH:31]=1)=[O:29].CCOCC, predict the reaction product. The product is: [Br-:26].[O:29]=[C:28]([C:30]1[CH:35]=[CH:34][CH:33]=[CH:32][CH:31]=1)[CH2:27][N+:13]12[CH2:14][CH2:15][CH:16]([CH2:17][CH2:18]1)[C@@H:11]([O:10][C:8](=[O:9])[C@@H:7]([C:1]1[CH:2]=[CH:3][CH:4]=[CH:5][CH:6]=1)[NH:19][C:20]1[CH:25]=[CH:24][CH:23]=[CH:22][CH:21]=1)[CH2:12]2. (5) The product is: [C:1]([O:5][C:6](=[O:7])[NH:8][CH:9]([C:10]1[CH:11]=[CH:12][C:13]([O:14][C:15]2[CH:16]=[CH:17][C:18]([CH2:21][CH2:22][C:23](=[O:24])[NH2:35])=[CH:19][CH:20]=2)=[CH:26][CH:27]=1)[C:28](=[O:32])[N:29]([CH3:30])[CH3:31])([CH3:3])([CH3:4])[CH3:2]. Given the reactants [C:1]([O:5][C:6]([NH:8][CH:9]([C:28](=[O:32])[N:29]([CH3:31])[CH3:30])[C:10]1[CH:27]=[CH:26][C:13]([O:14][C:15]2[CH:20]=[CH:19][C:18]([CH2:21][CH2:22][C:23](O)=[O:24])=[CH:17][CH:16]=2)=[CH:12][CH:11]=1)=[O:7])([CH3:4])([CH3:3])[CH3:2].C([N:35](CC)CC)C.CN([P+](ON1N=NC2C=CC=CC1=2)(N(C)C)N(C)C)C.F[P-](F)(F)(F)(F)F, predict the reaction product. (6) Given the reactants [F:1][C:2]([F:14])([F:13])[O:3][C:4]1[CH:12]=[CH:11][C:7]([C:8]([OH:10])=[O:9])=[CH:6][CH:5]=1.[N+:15]([O-])([OH:17])=[O:16], predict the reaction product. The product is: [N+:15]([C:5]1[CH:6]=[C:7]([CH:11]=[CH:12][C:4]=1[O:3][C:2]([F:13])([F:14])[F:1])[C:8]([OH:10])=[O:9])([O-:17])=[O:16].